Task: Regression. Given two drug SMILES strings and cell line genomic features, predict the synergy score measuring deviation from expected non-interaction effect.. Dataset: NCI-60 drug combinations with 297,098 pairs across 59 cell lines (1) Drug 1: C1=NC(=NC(=O)N1C2C(C(C(O2)CO)O)O)N. Drug 2: C1=NC2=C(N1)C(=S)N=CN2. Cell line: OVCAR-4. Synergy scores: CSS=45.6, Synergy_ZIP=-2.63, Synergy_Bliss=-2.53, Synergy_Loewe=-4.35, Synergy_HSA=-0.289. (2) Drug 1: CNC(=O)C1=CC=CC=C1SC2=CC3=C(C=C2)C(=NN3)C=CC4=CC=CC=N4. Drug 2: CS(=O)(=O)C1=CC(=C(C=C1)C(=O)NC2=CC(=C(C=C2)Cl)C3=CC=CC=N3)Cl. Cell line: SNB-19. Synergy scores: CSS=2.25, Synergy_ZIP=-0.671, Synergy_Bliss=-0.581, Synergy_Loewe=-2.52, Synergy_HSA=-1.06.